From a dataset of Forward reaction prediction with 1.9M reactions from USPTO patents (1976-2016). Predict the product of the given reaction. (1) Given the reactants [C:1]([O:5][C:6]([N:8]1[CH2:13][CH2:12][N:11]([S:14]([CH2:17][CH2:18][CH2:19]Cl)(=[O:16])=[O:15])[CH2:10][CH2:9]1)=[O:7])([CH3:4])([CH3:3])[CH3:2].Cl.[CH3:22][NH:23][CH3:24].C(=O)([O-])[O-].[K+].[K+].C(N(CC)CC)C.[I-].[K+], predict the reaction product. The product is: [C:1]([O:5][C:6]([N:8]1[CH2:13][CH2:12][N:11]([S:14]([CH2:17][CH2:18][CH2:19][N:23]([CH3:24])[CH3:22])(=[O:16])=[O:15])[CH2:10][CH2:9]1)=[O:7])([CH3:4])([CH3:3])[CH3:2]. (2) Given the reactants [CH3:1][N:2]1[CH2:7][CH2:6][CH:5]([NH2:8])[CH2:4][CH2:3]1.C(N(CC)C(C)C)(C)C.Cl[C:19]1[N:24]=[C:23]([N:25]2[CH2:30][CH2:29][O:28][CH2:27][CH2:26]2)[N:22]=[C:21]([N:31]2[C:35]3[CH:36]=[CH:37][CH:38]=[CH:39][C:34]=3[N:33]=[C:32]2[CH:40]([F:42])[F:41])[N:20]=1.C(=O)(O)[O-].[Na+], predict the reaction product. The product is: [F:42][CH:40]([F:41])[C:32]1[N:31]([C:21]2[N:22]=[C:23]([N:25]3[CH2:26][CH2:27][O:28][CH2:29][CH2:30]3)[N:24]=[C:19]([NH:8][CH:5]3[CH2:6][CH2:7][N:2]([CH3:1])[CH2:3][CH2:4]3)[N:20]=2)[C:35]2[CH:36]=[CH:37][CH:38]=[CH:39][C:34]=2[N:33]=1. (3) Given the reactants C(OC(=O)[NH:7][C@H:8]([C:10]1[CH:15]=[CH:14][CH:13]=[C:12]([CH2:16][C@@H:17]([NH:19][C:20]2[N:29]=[CH:28][C:27]3[C:22](=[CH:23][CH:24]=[C:25]([C:30]4[CH:35]=[CH:34][CH:33]=[CH:32][C:31]=4[CH3:36])[CH:26]=3)[N:21]=2)[CH3:18])[CH:11]=1)[CH3:9])(C)(C)C.Cl, predict the reaction product. The product is: [NH2:7][C@H:8]([C:10]1[CH:11]=[C:12]([CH2:16][C@@H:17]([NH:19][C:20]2[N:29]=[CH:28][C:27]3[C:22](=[CH:23][CH:24]=[C:25]([C:30]4[CH:35]=[CH:34][CH:33]=[CH:32][C:31]=4[CH3:36])[CH:26]=3)[N:21]=2)[CH3:18])[CH:13]=[CH:14][CH:15]=1)[CH3:9]. (4) The product is: [NH2:17][CH:6]([C:1]1[S:5][CH:4]=[CH:3][CH:2]=1)[CH2:8][C:9]([O:11][CH3:12])=[O:10]. Given the reactants [C:1]1([C:6]([CH2:8][C:9]([O:11][CH3:12])=[O:10])=O)[S:5][CH:4]=[CH:3][CH:2]=1.C([O-])(=O)C.[NH4+:17], predict the reaction product. (5) Given the reactants Br[C:2]1[CH:3]=[C:4]([NH:10][C:11]2[CH:16]=[CH:15][CH:14]=[CH:13][N:12]=2)[C:5](=[O:9])[N:6]([CH3:8])[CH:7]=1.[B:17]1([B:17]2[O:21][C:20]([CH3:23])([CH3:22])[C:19]([CH3:25])([CH3:24])[O:18]2)[O:21][C:20]([CH3:23])([CH3:22])[C:19]([CH3:25])([CH3:24])[O:18]1.CC(C1C=C(C(C)C)C(C2C=CC=CC=2P(C2CCCCC2)C2CCCCC2)=C(C(C)C)C=1)C.C([O-])(=O)C.[K+], predict the reaction product. The product is: [CH3:8][N:6]1[CH:7]=[C:2]([B:17]2[O:21][C:20]([CH3:23])([CH3:22])[C:19]([CH3:25])([CH3:24])[O:18]2)[CH:3]=[C:4]([NH:10][C:11]2[CH:16]=[CH:15][CH:14]=[CH:13][N:12]=2)[C:5]1=[O:9]. (6) Given the reactants [CH2:1]1[C:9]2[C:4](=[CH:5][CH:6]=[CH:7][CH:8]=2)[CH2:3][CH2:2]1.[Cl:10][CH2:11][CH2:12][CH2:13][CH2:14][C:15](Cl)=[O:16].[Cl-].[Al+3].[Cl-].[Cl-], predict the reaction product. The product is: [Cl:10][CH2:11][CH2:12][CH2:13][CH2:14][C:15]([C:6]1[CH:5]=[C:4]2[C:9](=[CH:8][CH:7]=1)[CH2:1][CH2:2][CH2:3]2)=[O:16]. (7) Given the reactants [Cl:1][C:2]1[C:14]2[C:13]3[C:8](=[CH:9][CH:10]=[CH:11][CH:12]=3)[C@@:7]([C:20]([F:23])([F:22])[F:21])([O:15]CC(O)=O)[C:6]=2[CH:5]=[C:4]([CH3:24])[CH:3]=1.C(N(CC)CC)C.C1(P(N=[N+]=[N-])(C2C=CC=CC=2)=O)C=CC=CC=1.Cl, predict the reaction product. The product is: [Cl:1][C:2]1[C:14]2[C:13]3[C:8](=[CH:9][CH:10]=[CH:11][CH:12]=3)[C@@:7]([C:20]([F:21])([F:22])[F:23])([OH:15])[C:6]=2[CH:5]=[C:4]([CH3:24])[CH:3]=1. (8) Given the reactants [H-].[H-].[H-].[H-].[Li+].[Al+3].O=[C:8]1[N:12]([C@H:13]([C:15]2[CH:20]=[CH:19][CH:18]=[CH:17][CH:16]=2)[CH3:14])[CH2:11][C@@H:10]([C:21](OC)=[O:22])[CH2:9]1.O.[OH-].[Na+], predict the reaction product. The product is: [C:15]1([C@@H:13]([N:12]2[CH2:8][CH2:9][C@H:10]([CH2:21][OH:22])[CH2:11]2)[CH3:14])[CH:16]=[CH:17][CH:18]=[CH:19][CH:20]=1. (9) The product is: [Br:1][C:2]1[C:7]([NH:8][C:9](=[O:10])[O:11][C:12]([CH3:15])([CH3:14])[CH3:13])=[CH:6][CH:5]=[CH:4][N:3]=1. Given the reactants [Br:1][C:2]1[C:7]([NH2:8])=[CH:6][CH:5]=[CH:4][N:3]=1.[C:9](O[C:9]([O:11][C:12]([CH3:15])([CH3:14])[CH3:13])=[O:10])([O:11][C:12]([CH3:15])([CH3:14])[CH3:13])=[O:10].C(N(C(C)C)C(C)C)C, predict the reaction product. (10) The product is: [CH2:3]([NH:10][C:11](=[O:36])[N:12]([C:14]1[CH:15]=[C:16]([C:20]2[CH:25]=[CH:24][C:23]([CH2:26][CH2:27][C:28]([OH:30])=[O:29])=[CH:22][C:21]=2[O:32][CH2:33][CH2:34][CH3:35])[CH:17]=[CH:18][CH:19]=1)[CH3:13])[CH2:4][CH2:5][CH2:6][CH2:7][CH2:8][CH3:9]. Given the reactants [OH-].[Na+].[CH2:3]([NH:10][C:11](=[O:36])[N:12]([C:14]1[CH:15]=[C:16]([C:20]2[CH:25]=[CH:24][C:23]([CH2:26][CH2:27][C:28]([O:30]C)=[O:29])=[CH:22][C:21]=2[O:32][CH2:33][CH2:34][CH3:35])[CH:17]=[CH:18][CH:19]=1)[CH3:13])[CH2:4][CH2:5][CH2:6][CH2:7][CH2:8][CH3:9], predict the reaction product.